Predict the product of the given reaction. From a dataset of Forward reaction prediction with 1.9M reactions from USPTO patents (1976-2016). (1) Given the reactants [NH:1]1[CH2:4][CH:3]([C:5]([N:7]2[CH2:11][CH2:10][C@H:9]([N:12]([CH3:14])[CH3:13])[CH2:8]2)=[O:6])[CH2:2]1.[F:15][C:16]1[CH:24]=[CH:23][C:22]([CH:25]=[O:26])=[CH:21][C:17]=1[C:18](O)=[O:19].F[P-](F)(F)(F)(F)F.N1(OC(N(C)C)=[N+](C)C)C2C=CC=CC=2N=N1.C(N(CC)C(C)C)(C)C, predict the reaction product. The product is: [CH3:13][N:12]([CH3:14])[C@H:9]1[CH2:10][CH2:11][N:7]([C:5]([CH:3]2[CH2:4][N:1]([C:18]([C:17]3[CH:21]=[C:22]([CH:23]=[CH:24][C:16]=3[F:15])[CH:25]=[O:26])=[O:19])[CH2:2]2)=[O:6])[CH2:8]1. (2) Given the reactants [C:1]([NH:4][CH:5]([B:18]1[O:26][CH:25]2[C:20]([CH3:30])([CH:21]3[CH2:27][CH:23]([CH2:24]2)[C:22]3([CH3:29])[CH3:28])[O:19]1)[CH2:6][C:7]1[C:8]([O:16][CH3:17])=[C:9]([CH:13]=[CH:14][CH:15]=1)[C:10]([OH:12])=[O:11])(=[O:3])[CH3:2].[C:31]([O:37][CH2:38]Cl)(=[O:36])[C:32]([CH3:35])([CH3:34])[CH3:33], predict the reaction product. The product is: [CH3:33][C:32]([CH3:35])([CH3:34])[C:31]([O:37][CH2:38][O:11][C:10](=[O:12])[C:9]1[CH:13]=[CH:14][CH:15]=[C:7]([CH2:6][CH:5]([NH:4][C:1](=[O:3])[CH3:2])[B:18]2[O:26][CH:25]3[C:20]([CH3:30])([CH:21]4[CH2:27][CH:23]([CH2:24]3)[C:22]4([CH3:29])[CH3:28])[O:19]2)[C:8]=1[O:16][CH3:17])=[O:36].